This data is from Forward reaction prediction with 1.9M reactions from USPTO patents (1976-2016). The task is: Predict the product of the given reaction. (1) Given the reactants [ClH:1].[CH2:2]([C:6]1[N:7]=[C:8]([NH2:11])[NH:9][CH:10]=1)[CH2:3][C:4]#[CH:5].[N:12]([CH2:15][C:16]1[CH:20]=[CH:19][O:18][CH:17]=1)=[N+:13]=[N-:14], predict the reaction product. The product is: [ClH:1].[O:18]1[CH:19]=[CH:20][C:16]([CH2:15][N:12]2[CH:5]=[C:4]([CH2:3][CH2:2][C:6]3[N:7]=[C:8]([NH2:11])[NH:9][CH:10]=3)[N:14]=[N:13]2)=[CH:17]1. (2) Given the reactants [CH3:1][O:2][CH2:3][CH:4]1[CH2:8][CH2:7][CH2:6][N:5]1[C:9]1[C:16]([CH3:17])=[CH:15][C:12]([C:13]#N)=[CH:11][N:10]=1.[OH-:18].[K+].Cl.[OH2:21], predict the reaction product. The product is: [CH3:1][O:2][CH2:3][CH:4]1[CH2:8][CH2:7][CH2:6][N:5]1[C:9]1[C:16]([CH3:17])=[CH:15][C:12]([C:13]([OH:21])=[O:18])=[CH:11][N:10]=1. (3) Given the reactants [NH2:1][C:2]1[CH:3]=[C:4]([CH:7]=[C:8]([NH2:18])[C:9]=1[C:10]1[C:11](F)=[N:12][CH:13]=[C:14]([CH3:16])[CH:15]=1)[C:5]#[N:6].[Cl-].[NH+]1C=CC=CC=1, predict the reaction product. The product is: [NH2:1][C:2]1[CH:3]=[C:4]([C:5]#[N:6])[CH:7]=[C:8]2[C:9]=1[C:10]1[CH:15]=[C:14]([CH3:16])[CH:13]=[N:12][C:11]=1[NH:18]2.